From a dataset of Full USPTO retrosynthesis dataset with 1.9M reactions from patents (1976-2016). Predict the reactants needed to synthesize the given product. (1) The reactants are: [Cl:1][C:2]1[CH:3]=[CH:4][C:5]2[N:6]3[CH:21]([C:22]4[CH:27]=[CH:26][CH:25]=[CH:24][CH:23]=4)[CH2:20][O:19][C:8]4[CH:9]=[CH:10][CH:11]=[C:12]([C:13]=2[C:14]=1[O:15][CH2:16][C:17]#[N:18])[C:7]3=4.CO. Given the product [Cl:1][C:2]1[CH:3]=[CH:4][C:5]2[N:6]3[CH:21]([C:22]4[CH:23]=[CH:24][CH:25]=[CH:26][CH:27]=4)[CH2:20][O:19][C:8]4[CH:9]=[CH:10][CH:11]=[C:12]([C:13]=2[C:14]=1[O:15][CH2:16][CH2:17][NH2:18])[C:7]3=4, predict the reactants needed to synthesize it. (2) The reactants are: [Cl:1][C:2]1[CH:3]=[CH:4][C:5]([O:25][CH2:26][CH:27]([CH3:29])[CH3:28])=[C:6]([C:8]2[CH:13]=[CH:12][CH:11]=[CH:10][C:9]=2[C:14]2[N:19]=[C:18]([C:20]([O:22]CC)=[O:21])[CH:17]=[CH:16][CH:15]=2)[CH:7]=1.[OH-].[Na+:31]. Given the product [Cl:1][C:2]1[CH:3]=[CH:4][C:5]([O:25][CH2:26][CH:27]([CH3:29])[CH3:28])=[C:6]([C:8]2[CH:13]=[CH:12][CH:11]=[CH:10][C:9]=2[C:14]2[N:19]=[C:18]([C:20]([O-:22])=[O:21])[CH:17]=[CH:16][CH:15]=2)[CH:7]=1.[Na+:31], predict the reactants needed to synthesize it. (3) Given the product [N:20]1[CH:21]=[CH:22][CH:23]=[C:18]([NH:17][C:14]([C:11]2[N:10]=[N:9][N:8]([CH2:1][C:2]3[CH:3]=[CH:4][CH:5]=[CH:6][CH:7]=3)[C:12]=2[CH3:13])=[O:16])[CH:19]=1, predict the reactants needed to synthesize it. The reactants are: [CH2:1]([N:8]1[C:12]([CH3:13])=[C:11]([C:14]([OH:16])=O)[N:10]=[N:9]1)[C:2]1[CH:7]=[CH:6][CH:5]=[CH:4][CH:3]=1.[NH2:17][C:18]1[CH:19]=[N:20][CH:21]=[CH:22][CH:23]=1. (4) Given the product [CH3:31][C:30]1[CH:32]=[CH:33][C:27]([S:24]([O:22][CH2:21][CH:20]([OH:23])[CH2:19][O:18][Si:1]([C:14]([CH3:17])([CH3:15])[CH3:16])([C:8]2[CH:13]=[CH:12][CH:11]=[CH:10][CH:9]=2)[C:2]2[CH:3]=[CH:4][CH:5]=[CH:6][CH:7]=2)(=[O:26])=[O:25])=[CH:28][CH:29]=1, predict the reactants needed to synthesize it. The reactants are: [Si:1]([O:18][CH2:19][CH:20]([OH:23])[CH2:21][OH:22])([C:14]([CH3:17])([CH3:16])[CH3:15])([C:8]1[CH:13]=[CH:12][CH:11]=[CH:10][CH:9]=1)[C:2]1[CH:7]=[CH:6][CH:5]=[CH:4][CH:3]=1.[S:24](Cl)([C:27]1[CH:33]=[CH:32][C:30]([CH3:31])=[CH:29][CH:28]=1)(=[O:26])=[O:25]. (5) The reactants are: C([N:8]1[CH2:13][CH2:12][O:11][CH:10]([C:14]2[CH:19]=[CH:18][C:17]([CH2:20][O:21][C:22]3[C:27]([Cl:28])=[CH:26][CH:25]=[CH:24][C:23]=3[Cl:29])=[CH:16][CH:15]=2)[CH2:9]1)C1C=CC=CC=1.ClC(OC(Cl)C)=O. Given the product [Cl:28][C:27]1[CH:26]=[CH:25][CH:24]=[C:23]([Cl:29])[C:22]=1[O:21][CH2:20][C:17]1[CH:16]=[CH:15][C:14]([CH:10]2[O:11][CH2:12][CH2:13][NH:8][CH2:9]2)=[CH:19][CH:18]=1, predict the reactants needed to synthesize it.